This data is from Reaction yield outcomes from USPTO patents with 853,638 reactions. The task is: Predict the reaction yield, written as a fraction of the theoretical maximum amount of product (1.0 means a 100% yield; for example, 0.34 means a 34% yield). (1) The reactants are [CH2:1]=[C:2]1[CH2:5][N:4]([C:6]([O:8][CH2:9][C:10]2[CH:15]=[CH:14][CH:13]=[CH:12][CH:11]=2)=[O:7])[CH2:3]1.ClC1C=C(C=CC=1)C(OO)=[O:21]. The catalyst is C(Cl)(Cl)Cl. The product is [O:21]1[C:2]2([CH2:5][N:4]([C:6]([O:8][CH2:9][C:10]3[CH:15]=[CH:14][CH:13]=[CH:12][CH:11]=3)=[O:7])[CH2:3]2)[CH2:1]1. The yield is 0.830. (2) The reactants are [Cl:1][C:2]1[C:3]([NH2:12])=[N:4][CH:5]=[C:6]([C:8]([F:11])([F:10])[F:9])[CH:7]=1.Cl[S:14]([C:17]1[CH:26]=[CH:25][C:20]([C:21]([O:23][CH3:24])=[O:22])=[CH:19][CH:18]=1)(=[O:16])=[O:15]. The catalyst is N1C=CC=CC=1. The product is [Cl:1][C:2]1[C:3]([NH:12][S:14]([C:17]2[CH:18]=[CH:19][C:20]([C:21]([O:23][CH3:24])=[O:22])=[CH:25][CH:26]=2)(=[O:16])=[O:15])=[N:4][CH:5]=[C:6]([C:8]([F:11])([F:9])[F:10])[CH:7]=1. The yield is 0.270. (3) The reactants are [Br:1][C:2]1[CH:3]=[C:4]2[C:9](=[CH:10][C:11]=1[F:12])[N:8]=[CH:7][C:6]([C:13]([CH:15]1[CH2:17][CH2:16]1)=[O:14])=[C:5]2Cl.[NH2:19][C@H:20]1[CH2:25][CH2:24][C@H:23]([NH:26][C:27](=[O:33])[O:28][C:29]([CH3:32])([CH3:31])[CH3:30])[CH2:22][CH2:21]1. No catalyst specified. The product is [Br:1][C:2]1[CH:3]=[C:4]2[C:9](=[CH:10][C:11]=1[F:12])[N:8]=[CH:7][C:6]([C:13]([CH:15]1[CH2:17][CH2:16]1)=[O:14])=[C:5]2[NH:19][C@H:20]1[CH2:25][CH2:24][C@H:23]([NH:26][C:27](=[O:33])[O:28][C:29]([CH3:31])([CH3:30])[CH3:32])[CH2:22][CH2:21]1. The yield is 0.750. (4) The product is [CH2:30]([O:29][CH:5]([CH2:6][C:7]1[CH:8]=[CH:9][C:10]([O:13][CH2:14][CH2:15][CH2:16][CH2:17][C:18]2[CH:23]=[CH:22][CH:21]=[CH:20][C:19]=2[O:24][S:25]([CH3:28])(=[O:27])=[O:26])=[CH:11][CH:12]=1)[C:4]([OH:32])=[O:3])[CH3:31]. The yield is 0.790. The reactants are C([O:3][C:4](=[O:32])[CH:5]([O:29][CH2:30][CH3:31])[CH2:6][C:7]1[CH:12]=[CH:11][C:10]([O:13][CH2:14][CH2:15][CH2:16][CH2:17][C:18]2[CH:23]=[CH:22][CH:21]=[CH:20][C:19]=2[O:24][S:25]([CH3:28])(=[O:27])=[O:26])=[CH:9][CH:8]=1)C.[OH-].[Li+]. The catalyst is O1CCCC1.O.O. (5) The reactants are C([O:3][C:4](=[O:36])[CH2:5][N:6]([C:15]1[CH:16]=[CH:17][CH:18]=[C:19]2[C:23]=1[NH:22][C:21]([C:24]1[S:25][CH:26]([CH2:29][N:30]3[CH2:35][CH2:34][O:33][CH2:32][CH2:31]3)[CH2:27][N:28]=1)=[CH:20]2)[S:7]([C:10]1[S:11][CH:12]=[CH:13][CH:14]=1)(=[O:9])=[O:8])C.[OH-].[K+].Cl. The catalyst is O1CCCC1.CO.O. The product is [O:33]1[CH2:32][CH2:31][N:30]([CH2:29][CH:26]2[S:25][C:24]([C:21]3[NH:22][C:23]4[C:19]([CH:20]=3)=[CH:18][CH:17]=[CH:16][C:15]=4[N:6]([S:7]([C:10]3[S:11][CH:12]=[CH:13][CH:14]=3)(=[O:8])=[O:9])[CH2:5][C:4]([OH:36])=[O:3])=[N:28][CH2:27]2)[CH2:35][CH2:34]1. The yield is 0.930. (6) The reactants are [Cl:1][C:2]1[CH:7]=[CH:6][C:5]([C:8](=O)[CH2:9][C:10]2[CH:15]=[CH:14][N:13]=[C:12]([Cl:16])[N:11]=2)=[CH:4][C:3]=1[CH3:18].C1C(=O)N(Br)C(=O)C1.[CH2:27]([NH:29][C:30]([NH2:32])=[S:31])[CH3:28]. The catalyst is C(Cl)Cl. The product is [Cl:1][C:2]1[CH:7]=[CH:6][C:5]([C:8]2[N:32]=[C:30]([NH:29][CH2:27][CH3:28])[S:31][C:9]=2[C:10]2[CH:15]=[CH:14][N:13]=[C:12]([Cl:16])[N:11]=2)=[CH:4][C:3]=1[CH3:18]. The yield is 0.640.